From a dataset of Reaction yield outcomes from USPTO patents with 853,638 reactions. Predict the reaction yield, written as a fraction of the theoretical maximum amount of product (1.0 means a 100% yield; for example, 0.34 means a 34% yield). The catalyst is CN(C=O)C. The yield is 0.670. The reactants are [CH2:1]([N:8]1[CH:13]=[CH:12][CH:11]=[C:10]([C:14]([OH:16])=O)[C:9]1=[O:17])[C:2]1[CH:7]=[CH:6][CH:5]=[CH:4][CH:3]=1.[NH2:18][C:19]1[CH:34]=[CH:33][C:22]([O:23][C:24]2[CH:29]=[CH:28][N:27]=[C:26]([C:30]([NH2:32])=[O:31])[CH:25]=2)=[C:21]([F:35])[CH:20]=1.CN(C(ON1N=NC2C=CC=CC1=2)=[N+](C)C)C.[B-](F)(F)(F)F.CCN(C(C)C)C(C)C. The product is [CH2:1]([N:8]1[CH:13]=[CH:12][CH:11]=[C:10]([C:14]([NH:18][C:19]2[CH:34]=[CH:33][C:22]([O:23][C:24]3[CH:29]=[CH:28][N:27]=[C:26]([C:30]([NH2:32])=[O:31])[CH:25]=3)=[C:21]([F:35])[CH:20]=2)=[O:16])[C:9]1=[O:17])[C:2]1[CH:3]=[CH:4][CH:5]=[CH:6][CH:7]=1.